From a dataset of Full USPTO retrosynthesis dataset with 1.9M reactions from patents (1976-2016). Predict the reactants needed to synthesize the given product. (1) Given the product [F:30][C:31]1[CH:36]=[CH:35][CH:34]=[CH:33][C:32]=1[S:37]([NH:1][C:2]1[CH:7]=[CH:6][C:5]([C:8]2[CH:12]=[C:11]([C:13]([NH:15][C@H:16]([CH:21]([CH3:23])[CH3:22])[C:17]([O:19][CH3:20])=[O:18])=[O:14])[O:10][N:9]=2)=[CH:4][CH:3]=1)(=[O:39])=[O:38], predict the reactants needed to synthesize it. The reactants are: [NH2:1][C:2]1[CH:7]=[CH:6][C:5]([C:8]2[CH:12]=[C:11]([C:13]([NH:15][C@H:16]([CH:21]([CH3:23])[CH3:22])[C:17]([O:19][CH3:20])=[O:18])=[O:14])[O:10][N:9]=2)=[CH:4][CH:3]=1.N1C=CC=CC=1.[F:30][C:31]1[CH:36]=[CH:35][CH:34]=[CH:33][C:32]=1[S:37](Cl)(=[O:39])=[O:38]. (2) Given the product [Br:18][C:15]1[CH:16]=[CH:17][C:12]([CH:8]2[CH2:7][CH:6]([S:34][C:30]3[CH:31]=[CH:32][CH:33]=[C:28]([O:41][CH:40]([CH3:42])[CH3:20])[CH:29]=3)[CH2:11][CH2:10][O:9]2)=[C:13]([F:19])[CH:14]=1, predict the reactants needed to synthesize it. The reactants are: CS(O[CH:6]1[CH2:11][CH2:10][O:9][CH:8]([C:12]2[CH:17]=[CH:16][C:15]([Br:18])=[CH:14][C:13]=2[F:19])[CH2:7]1)(=O)=O.[C:20]([O-])([O-])=O.[K+].[K+].FC(F)(F)[C:28]1[CH:29]=[C:30]([SH:34])[CH:31]=[CH:32][CH:33]=1.CCO[C:40]([CH3:42])=[O:41]. (3) The reactants are: [CH3:1][C:2]([CH3:23])([CH3:22])[C:3]#[C:4][C:5]1[S:9][C:8]([C:10]([O:12][CH3:13])=[O:11])=[C:7]([NH:14][CH2:15][C:16]2[N:20]([CH3:21])[CH:19]=[N:18][CH:17]=2)[CH:6]=1.N1C=CC=CC=1.[CH3:30][CH:31]1[CH2:36][CH2:35][CH:34]([C:37](Cl)=[O:38])[CH2:33][CH2:32]1. Given the product [CH3:1][C:2]([CH3:23])([CH3:22])[C:3]#[C:4][C:5]1[S:9][C:8]([C:10]([O:12][CH3:13])=[O:11])=[C:7]([N:14]([CH2:15][C:16]2[N:20]([CH3:21])[CH:19]=[N:18][CH:17]=2)[C:37]([C@H:34]2[CH2:35][CH2:36][C@H:31]([CH3:30])[CH2:32][CH2:33]2)=[O:38])[CH:6]=1, predict the reactants needed to synthesize it. (4) The reactants are: Cl[C:2]1[C:7]2[N:8]=[C:9]([C:11]([F:14])([F:13])[F:12])[NH:10][C:6]=2[CH:5]=[CH:4][N:3]=1.[NH2:15][NH2:16]. Given the product [NH:15]([C:2]1[C:7]2[N:8]=[C:9]([C:11]([F:14])([F:13])[F:12])[NH:10][C:6]=2[CH:5]=[CH:4][N:3]=1)[NH2:16], predict the reactants needed to synthesize it. (5) Given the product [Cl:27][C:21]1[CH:22]=[C:23]([Cl:26])[CH:24]=[CH:25][C:20]=1[N:19]1[C:15]([C:12]2[CH:13]=[CH:14][C:9]([OH:8])=[CH:10][CH:11]=2)=[C:16]([CH3:33])[C:17]([C:28]([O:30][CH2:31][CH3:32])=[O:29])=[N:18]1, predict the reactants needed to synthesize it. The reactants are: C([O:8][C:9]1[CH:14]=[CH:13][C:12]([C:15]2[N:19]([C:20]3[CH:25]=[CH:24][C:23]([Cl:26])=[CH:22][C:21]=3[Cl:27])[N:18]=[C:17]([C:28]([O:30][CH2:31][CH3:32])=[O:29])[C:16]=2[CH3:33])=[CH:11][CH:10]=1)C1C=CC=CC=1. (6) Given the product [CH2:1]([N:3]1[CH2:8][CH2:7][CH:6]([CH2:9][O:10][C:14]2[CH:19]=[CH:18][C:17]([NH2:20])=[C:16]([CH3:23])[CH:15]=2)[CH2:5][CH2:4]1)[CH3:2], predict the reactants needed to synthesize it. The reactants are: [CH2:1]([N:3]1[CH2:8][CH2:7][CH:6]([CH2:9][OH:10])[CH2:5][CH2:4]1)[CH3:2].[H-].[Na+].F[C:14]1[CH:19]=[CH:18][C:17]([N+:20]([O-])=O)=[C:16]([CH3:23])[CH:15]=1. (7) The reactants are: [NH2:1][CH:2]1[CH:5]([O:6][CH2:7][CH:8]([CH3:10])[CH3:9])[N:4]([Si](C(C)(C)C)(C)C)[C:3]1=[O:18].C(N(C(C)C)CC)(C)C.[C:28](Cl)([C:41]1[CH:46]=[CH:45][CH:44]=[CH:43][CH:42]=1)([C:35]1[CH:40]=[CH:39][CH:38]=[CH:37][CH:36]=1)[C:29]1[CH:34]=[CH:33][CH:32]=[CH:31][CH:30]=1. Given the product [CH2:7]([O:6][CH:5]1[NH:4][C:3](=[O:18])[CH:2]1[NH:1][C:28]([C:29]1[CH:34]=[CH:33][CH:32]=[CH:31][CH:30]=1)([C:41]1[CH:42]=[CH:43][CH:44]=[CH:45][CH:46]=1)[C:35]1[CH:36]=[CH:37][CH:38]=[CH:39][CH:40]=1)[CH:8]([CH3:9])[CH3:10], predict the reactants needed to synthesize it. (8) Given the product [CH3:25][N:21]1[C:22]2[C:18](=[CH:17][C:16]([C:5]3[NH:4][C:3](=[O:2])[C:8]([C@@:9]4([CH3:15])[CH2:13][CH2:12][NH:11][C:10]4=[O:14])=[CH:7][CH:6]=3)=[CH:24][CH:23]=2)[CH:19]=[CH:20]1, predict the reactants needed to synthesize it. The reactants are: C[O:2][C:3]1[C:8]([C@@:9]2([CH3:15])[CH2:13][CH2:12][NH:11][C:10]2=[O:14])=[CH:7][CH:6]=[C:5]([C:16]2[CH:17]=[C:18]3[C:22](=[CH:23][CH:24]=2)[N:21]([CH3:25])[CH:20]=[CH:19]3)[N:4]=1.C([S-])CC.[Na+].CN(C=O)C.